Dataset: Forward reaction prediction with 1.9M reactions from USPTO patents (1976-2016). Task: Predict the product of the given reaction. (1) Given the reactants CO.C([O:10][C:11]1[C:12]([CH3:30])=[C:13]([CH3:29])[C:14]([NH:18][C:19](=[O:28])[CH2:20][CH2:21][C:22]2[CH:27]=[CH:26][CH:25]=[CH:24][CH:23]=2)=[N:15][C:16]=1[CH3:17])C1C=CC=CC=1, predict the reaction product. The product is: [OH:10][C:11]1[C:12]([CH3:30])=[C:13]([CH3:29])[C:14]([NH:18][C:19](=[O:28])[CH2:20][CH2:21][C:22]2[CH:23]=[CH:24][CH:25]=[CH:26][CH:27]=2)=[N:15][C:16]=1[CH3:17]. (2) Given the reactants [C:1]([CH:4]1[CH2:8][CH2:7][CH2:6][C:5]1=[O:9])(=[O:3])[CH3:2].[N:10]([C:18]([O:20][CH:21]([CH3:23])[CH3:22])=[O:19])=[N:11][C:12]([O:14][CH:15]([CH3:17])[CH3:16])=[O:13], predict the reaction product. The product is: [CH:15]([O:14][C:12]([N:11]([C:4]1([C:1](=[O:3])[CH3:2])[CH2:8][CH2:7][CH2:6][C:5]1=[O:9])[NH:10][C:18]([O:20][CH:21]([CH3:23])[CH3:22])=[O:19])=[O:13])([CH3:17])[CH3:16]. (3) Given the reactants [C:1]([O:5][C:6](=[O:41])[N:7]([C@H:9]([C:11](=[O:40])[NH:12][C@@H:13]1[C:19](=[O:20])[N:18]([CH2:21][C:22]2[C:31]3[C:26](=[CH:27][C:28]([C:32]#[N:33])=[CH:29][CH:30]=3)[CH:25]=[CH:24][C:23]=2[O:34][CH3:35])[C:17]2[CH:36]=[CH:37][CH:38]=[CH:39][C:16]=2[CH2:15][CH2:14]1)[CH3:10])[CH3:8])([CH3:4])([CH3:3])[CH3:2].[NH4+]=[S:43], predict the reaction product. The product is: [C:1]([O:5][C:6](=[O:41])[N:7]([C@H:9]([C:11](=[O:40])[NH:12][C@@H:13]1[C:19](=[O:20])[N:18]([CH2:21][C:22]2[C:31]3[C:26](=[CH:27][C:28]([C:32](=[S:43])[NH2:33])=[CH:29][CH:30]=3)[CH:25]=[CH:24][C:23]=2[O:34][CH3:35])[C:17]2[CH:36]=[CH:37][CH:38]=[CH:39][C:16]=2[CH2:15][CH2:14]1)[CH3:10])[CH3:8])([CH3:2])([CH3:3])[CH3:4]. (4) Given the reactants [OH:1][CH2:2][CH:3]1[O:8][CH2:7][CH2:6][N:5]([C:9]([O:11][C:12]([CH3:15])([CH3:14])[CH3:13])=[O:10])[CH2:4]1.C(N(C(C)C)C(C)C)C.[CH3:25][S:26](O[S:26]([CH3:25])(=[O:28])=[O:27])(=[O:28])=[O:27].C([O-])(O)=O.[Na+], predict the reaction product. The product is: [CH3:25][S:26]([O:1][CH2:2][CH:3]1[O:8][CH2:7][CH2:6][N:5]([C:9]([O:11][C:12]([CH3:15])([CH3:14])[CH3:13])=[O:10])[CH2:4]1)(=[O:28])=[O:27]. (5) The product is: [CH2:3]([O:6][C:16]1[N:17]=[N:18][CH:19]=[C:14]([C:10]2[CH:11]=[CH:12][CH:13]=[C:8]([Br:7])[CH:9]=2)[CH:15]=1)[CH:4]=[CH2:5]. Given the reactants [H-].[Na+].[CH2:3]([OH:6])[CH:4]=[CH2:5].[Br:7][C:8]1[CH:9]=[C:10]([C:14]2[CH:15]=[C:16](Cl)[N:17]=[N:18][CH:19]=2)[CH:11]=[CH:12][CH:13]=1, predict the reaction product.